This data is from Reaction yield outcomes from USPTO patents with 853,638 reactions. The task is: Predict the reaction yield, written as a fraction of the theoretical maximum amount of product (1.0 means a 100% yield; for example, 0.34 means a 34% yield). (1) The reactants are [F:1][C:2]([F:28])([F:27])[C:3]1[CH:8]=[CH:7][CH:6]=[CH:5][C:4]=1[S:9]([NH:12][C:13]1[CH:14]=[CH:15][CH:16]=[C:17]2[C:21]=1[NH:20][C:19]([C:22]([O:24][CH2:25][CH3:26])=[O:23])=[CH:18]2)(=[O:11])=[O:10].[C:29](=O)([O-])[O-].[K+].[K+].CI.CCCCCC. The catalyst is CN(C)C=O.C(OCC)(=O)C. The product is [CH3:29][N:12]([S:9]([C:4]1[CH:5]=[CH:6][CH:7]=[CH:8][C:3]=1[C:2]([F:27])([F:1])[F:28])(=[O:11])=[O:10])[C:13]1[CH:14]=[CH:15][CH:16]=[C:17]2[C:21]=1[NH:20][C:19]([C:22]([O:24][CH2:25][CH3:26])=[O:23])=[CH:18]2. The yield is 0.720. (2) The reactants are C(O[C:4](=[O:21])[CH2:5][C:6]([CH:8]1[CH2:13][CH2:12][N:11]([C:14]([O:16][C:17]([CH3:20])([CH3:19])[CH3:18])=[O:15])[CH2:10][CH2:9]1)=O)C.[F:22][C:23]1[CH:28]=[CH:27][C:26]([C:29]2[N:34]=[C:33]3[NH:35][N:36]=[C:37]([NH2:38])[C:32]3=[C:31]([C:39]([F:42])([F:41])[F:40])[CH:30]=2)=[CH:25][CH:24]=1.P([O-])([O-])([O-])=O.[K+].[K+].[K+]. The catalyst is COCC(O)C. The product is [F:22][C:23]1[CH:28]=[CH:27][C:26]([C:29]2[CH:30]=[C:31]([C:39]([F:40])([F:41])[F:42])[C:32]3[C:33]([N:34]=2)=[N:35][N:36]2[C:6]([CH:8]4[CH2:9][CH2:10][N:11]([C:14]([O:16][C:17]([CH3:18])([CH3:19])[CH3:20])=[O:15])[CH2:12][CH2:13]4)=[CH:5][C:4](=[O:21])[NH:38][C:37]=32)=[CH:25][CH:24]=1. The yield is 0.100.